This data is from CYP3A4 inhibition data for predicting drug metabolism from PubChem BioAssay. The task is: Regression/Classification. Given a drug SMILES string, predict its absorption, distribution, metabolism, or excretion properties. Task type varies by dataset: regression for continuous measurements (e.g., permeability, clearance, half-life) or binary classification for categorical outcomes (e.g., BBB penetration, CYP inhibition). Dataset: cyp3a4_veith. (1) The compound is CCc1ccc(N(C(=O)CNC(=O)c2cccs2)C(C(=O)NC(C)(C)C)c2cc(OC)c(OC)c(OC)c2)cc1. The result is 1 (inhibitor). (2) The drug is CCOC(=O)c1[nH]c(C)c(C(=O)OCC(=O)N2c3ccccc3CC2C)c1C. The result is 0 (non-inhibitor). (3) The molecule is O=C(CSc1nnc(CNc2ccccc2)o1)N1CCCc2ccccc21. The result is 1 (inhibitor). (4) The result is 1 (inhibitor). The drug is C[C@@H](/C=C\c1cccc(Oc2ccc(F)cc2)c1)N(O)C(N)=O. (5) The drug is Cc1ccc(OCC(=O)NNC(=O)CCc2ccccc2)cc1. The result is 0 (non-inhibitor). (6) The molecule is COc1cc(=O)n(C)c2c(OC[C@@H](O)C(C)(C)O)cccc12. The result is 0 (non-inhibitor). (7) The molecule is Cc1c(NCc2cc(Cl)ccc2O)c(=O)n(-c2ccccc2)n1C. The result is 1 (inhibitor). (8) The compound is O=C1Nc2cc(Cl)c(Cl)cc2N2CCNC[C@H]12. The result is 1 (inhibitor). (9) The molecule is COc1ccc(-c2nc3cnc(OC)nc3n(Cc3ccc(F)cc3)c2=O)cc1. The result is 1 (inhibitor). (10) The drug is COc1ccc(N2C(=O)CSC2c2cccc(F)c2)c(OC)c1. The result is 1 (inhibitor).